Dataset: Full USPTO retrosynthesis dataset with 1.9M reactions from patents (1976-2016). Task: Predict the reactants needed to synthesize the given product. (1) Given the product [CH3:13][C:14]1([CH3:49])[CH2:18][C:17]2[CH:19]=[C:20]([C:23]3[C:28](=[O:29])[N:27]([CH2:30][C:31]4[CH:36]=[CH:35][C:34]([C:37]5[CH:42]=[CH:41][CH:40]=[CH:39][C:38]=5[C:43]5[NH:3][C:4](=[O:7])[O:5][N:44]=5)=[CH:33][CH:32]=4)[C:26]([CH2:45][CH2:46][CH3:47])=[N:25][C:24]=3[CH3:48])[CH:21]=[CH:22][C:16]=2[O:15]1, predict the reactants needed to synthesize it. The reactants are: [Cl-].O[NH3+:3].[C:4](=[O:7])([O-])[OH:5].[Na+].CS(C)=O.[CH3:13][C:14]1([CH3:49])[CH2:18][C:17]2[CH:19]=[C:20]([C:23]3[C:28](=[O:29])[N:27]([CH2:30][C:31]4[CH:36]=[CH:35][C:34]([C:37]5[C:38]([C:43]#[N:44])=[CH:39][CH:40]=[CH:41][CH:42]=5)=[CH:33][CH:32]=4)[C:26]([CH2:45][CH2:46][CH3:47])=[N:25][C:24]=3[CH3:48])[CH:21]=[CH:22][C:16]=2[O:15]1. (2) Given the product [CH3:10][C:9]1[C:4]2[N:5]([CH:12]=[C:2]([B:16]3[O:17][C:18]([CH3:20])([CH3:19])[C:14]([CH3:30])([CH3:13])[O:15]3)[CH:3]=2)[CH:6]=[C:7]([CH3:11])[N:8]=1, predict the reactants needed to synthesize it. The reactants are: Br[C:2]1[CH:3]=[C:4]2[C:9]([CH3:10])=[N:8][C:7]([CH3:11])=[CH:6][N:5]2[CH:12]=1.[CH3:13][C:14]1([CH3:30])[C:18]([CH3:20])([CH3:19])[O:17][B:16]([B:16]2[O:17][C:18]([CH3:20])([CH3:19])[C:14]([CH3:30])([CH3:13])[O:15]2)[O:15]1.CC([O-])=O.[K+]. (3) Given the product [Br:18][C:19]1[C:20]([NH:34][CH:35]([CH3:37])[CH3:36])=[N:21][C:22]([NH:25][C:26]2[CH:31]=[CH:30][C:29]([S:8][CH3:5])=[CH:28][CH:27]=2)=[N:23][CH:24]=1, predict the reactants needed to synthesize it. The reactants are: CC1C=C[C:5]([S:8]([N-]Cl)(=O)=O)=CC=1.O.O.O.[Na+].Cl.[Br:18][C:19]1[C:20]([NH:34][CH:35]([CH3:37])[CH3:36])=[N:21][C:22]([NH:25][C:26]2[CH:31]=[CH:30][C:29](C)=[CH:28][C:27]=2S)=[N:23][CH:24]=1. (4) Given the product [NH2:1][C:2]1[N:6]([C@@H:7]2[CH2:12][CH2:11][CH2:10][N:9]([C:13](=[O:17])/[CH:14]=[CH:16]/[CH2:36][N:37]([CH3:44])[CH3:38])[CH2:8]2)[N:5]=[C:4]([C:18]2[CH:19]=[CH:20][C:21]([O:24][C:25]3[CH:30]=[CH:29][C:28]([F:31])=[CH:27][C:26]=3[F:32])=[CH:22][CH:23]=2)[C:3]=1[C:33]([NH2:35])=[O:34], predict the reactants needed to synthesize it. The reactants are: [NH2:1][C:2]1[N:6]([C@@H:7]2[CH2:12][CH2:11][CH2:10][N:9]([C:13](=[O:17])[C:14]([CH3:16])=C)[CH2:8]2)[N:5]=[C:4]([C:18]2[CH:23]=[CH:22][C:21]([O:24][C:25]3[CH:30]=[CH:29][C:28]([F:31])=[CH:27][C:26]=3[F:32])=[CH:20][CH:19]=2)[C:3]=1[C:33]([NH2:35])=[O:34].[CH3:36][N:37]([CH3:44])[CH2:38]/C=C/C(O)=O.